This data is from Reaction yield outcomes from USPTO patents with 853,638 reactions. The task is: Predict the reaction yield, written as a fraction of the theoretical maximum amount of product (1.0 means a 100% yield; for example, 0.34 means a 34% yield). (1) The yield is 0.990. The catalyst is C(OCC)(=O)C. The product is [CH:22]([C:4]1[CH:3]=[C:2]([N:1]2[CH2:30][CH2:29][O:28][CH2:27][CH2:26]2)[CH:7]=[C:6]([CH:8]([CH3:9])[CH3:10])[C:5]=1[NH2:11])([CH3:23])[CH3:24]. The reactants are [NH2:1][C:2]1[CH:7]=[C:6]([CH:8]([CH3:10])[CH3:9])[C:5]([NH:11]S(C2C=CC(C)=CC=2)(=O)=O)=[C:4]([CH:22]([CH3:24])[CH3:23])[CH:3]=1.Br[CH2:26][CH2:27][O:28][CH2:29][CH2:30]Br.C(N(CC)C(C)C)(C)C.CN1CCCC1. (2) The reactants are CO[C:3]([C:5]1[N:6]=[C:7]([C:23]#[N:24])[C:8]2[C:13]([C:14]=1[OH:15])=[CH:12][CH:11]=[C:10]([O:16][C:17]1[CH:22]=[CH:21][CH:20]=[CH:19][CH:18]=1)[CH:9]=2)=[O:4].[NH2:25][CH2:26][CH2:27][C@H:28]([OH:32])[C:29]([OH:31])=[O:30].C[O-].[Na+].CO.Cl. The catalyst is O. The product is [C:23]([C:7]1[C:8]2[C:13](=[CH:12][CH:11]=[C:10]([O:16][C:17]3[CH:22]=[CH:21][CH:20]=[CH:19][CH:18]=3)[CH:9]=2)[C:14]([OH:15])=[C:5]([C:3]([NH:25][CH2:26][CH2:27][C@H:28]([OH:32])[C:29]([OH:31])=[O:30])=[O:4])[N:6]=1)#[N:24]. The yield is 0.930. (3) The reactants are C([O:5][C:6](=[O:38])[C:7]([S:10][C:11]1[CH:20]=[CH:19][C:18]2[CH2:17][CH:16]([N:21]([CH2:36][CH3:37])[C:22]([NH:24][C:25]3[CH:30]=[CH:29][C:28]([O:31][C:32]([F:35])([F:34])[F:33])=[CH:27][CH:26]=3)=[O:23])[CH2:15][CH2:14][C:13]=2[CH:12]=1)([CH3:9])[CH3:8])(C)(C)C.C(O)(C(F)(F)F)=O. The catalyst is C(Cl)Cl. The product is [CH2:36]([N:21]([CH:16]1[CH2:15][CH2:14][C:13]2[CH:12]=[C:11]([S:10][C:7]([CH3:8])([CH3:9])[C:6]([OH:38])=[O:5])[CH:20]=[CH:19][C:18]=2[CH2:17]1)[C:22]([NH:24][C:25]1[CH:26]=[CH:27][C:28]([O:31][C:32]([F:35])([F:33])[F:34])=[CH:29][CH:30]=1)=[O:23])[CH3:37]. The yield is 0.430. (4) The yield is 0.290. The product is [Cl:31][C:28]1[CH:29]=[C:30]2[C:22]([CH2:21][C:18]3[S:17][C:16]([NH:7][CH2:8][C:9]4[CH:14]=[CH:13][C:12]([F:15])=[CH:11][CH:10]=4)=[N:20][CH:19]=3)=[CH:23][NH:24][C:25]2=[N:26][CH:27]=1. The catalyst is ClCCl. The reactants are C(OC(=O)[N:7]([C:16]1[S:17][C:18]([CH2:21][C:22]2[C:30]3[C:25](=[N:26][CH:27]=[C:28]([Cl:31])[CH:29]=3)[NH:24][CH:23]=2)=[CH:19][N:20]=1)[CH2:8][C:9]1[CH:14]=[CH:13][C:12]([F:15])=[CH:11][CH:10]=1)(C)(C)C.FC(F)(F)C(O)=O. (5) The reactants are [CH3:1][O:2][C:3]1[C:37]([O:38][CH3:39])=[CH:36][C:6]2[N:7]([C:10]3[S:14][C:13]([C:15]([NH2:17])=[O:16])=[C:12]([O:18][C@@H:19]([C:21]4[CH:26]=[CH:25][CH:24]=[C:23](NCC5CCNCC5)[C:22]=4[Cl:35])[CH3:20])[CH:11]=3)[CH:8]=[N:9][C:5]=2[CH:4]=1.C=O.[C:42]([OH:45])(=O)[CH3:43].C(O[BH-](O[C:56](=O)[CH3:57])OC(=O)C)(=O)C.[Na+]. The yield is 0.560. The catalyst is C(Cl)Cl.CO. The product is [CH3:1][O:2][C:3]1[C:37]([O:38][CH3:39])=[CH:36][C:6]2[N:7]([C:10]3[S:14][C:13]([C:15]([NH2:17])=[O:16])=[C:12]([O:18][C@@H:19]([C:21]4[CH:26]=[CH:25][CH:24]=[C:23]([O:45][CH2:42][CH:43]5[CH2:57][CH2:56][N:7]([CH3:8])[CH2:6][CH2:5]5)[C:22]=4[Cl:35])[CH3:20])[CH:11]=3)[CH:8]=[N:9][C:5]=2[CH:4]=1. (6) The reactants are [CH3:1][N:2]([CH2:4][C:5]1[CH:6]=[C:7]2[C:11](=[CH:12][CH:13]=1)[NH:10][C:9]([C:14]([F:17])([F:16])[F:15])=[C:8]2[CH2:18][C:19]([NH2:21])=[O:20])[CH3:3].C[O:23][C:24](=O)[C:25]([C:27]1[C:35]2[C:30](=[CH:31][CH:32]=[CH:33][CH:34]=2)[NH:29][CH:28]=1)=O.CC([O-])(C)C.[K+].C1CCN2C(=NCCC2)CC1. The catalyst is C1COCC1.CCOC(C)=O.CN(C=O)C. The product is [CH3:1][N:2]([CH2:4][C:5]1[CH:6]=[C:7]2[C:11](=[CH:12][CH:13]=1)[NH:10][C:9]([C:14]([F:16])([F:15])[F:17])=[C:8]2[C:18]1[C:19](=[O:20])[NH:21][C:24](=[O:23])[C:25]=1[C:27]1[C:35]2[C:30](=[CH:31][CH:32]=[CH:33][CH:34]=2)[NH:29][CH:28]=1)[CH3:3]. The yield is 0.120. (7) The reactants are [N+:1]([C:4]1[CH:10]=[CH:9][CH:8]=[C:7]([N+:11]([O-:13])=[O:12])[C:5]=1[NH2:6])([O-:3])=[O:2].[Br:14]Br.O. The catalyst is C(O)(=O)C. The product is [Br:14][C:9]1[CH:10]=[C:4]([N+:1]([O-:3])=[O:2])[C:5]([NH2:6])=[C:7]([N+:11]([O-:13])=[O:12])[CH:8]=1. The yield is 0.950.